Predict the product of the given reaction. From a dataset of Forward reaction prediction with 1.9M reactions from USPTO patents (1976-2016). The product is: [CH2:1]([O:8][C:9]([N:11]1[CH2:16][CH2:15][CH2:14][C@H:13]([C:17]([Cl:30])=[O:19])[CH2:12]1)=[O:10])[C:2]1[CH:7]=[CH:6][CH:5]=[CH:4][CH:3]=1. Given the reactants [CH2:1]([O:8][C:9]([N:11]1[CH2:16][CH2:15][CH2:14][C@H:13]([C:17]([OH:19])=O)[CH2:12]1)=[O:10])[C:2]1[CH:7]=[CH:6][CH:5]=[CH:4][CH:3]=1.CN(C=O)C.CO.C(Cl)(=O)C([Cl:30])=O, predict the reaction product.